The task is: Predict which catalyst facilitates the given reaction.. This data is from Catalyst prediction with 721,799 reactions and 888 catalyst types from USPTO. (1) Reactant: [F:1][C:2]1[CH:27]=[CH:26][C:25]([O:28][CH3:29])=[CH:24][C:3]=1[CH2:4][C:5]1[C:14]2[C:9](=[CH:10][C:11]([O:17][CH3:18])=[C:12]([O:15][CH3:16])[CH:13]=2)[C:8]([C:19]([O:21][CH2:22][CH3:23])=[O:20])=[CH:7][N:6]=1.[Se](=O)=[O:31]. Product: [CH2:22]([O:21][C:19]([C:8]1[C:9]2[C:14](=[CH:13][C:12]([O:15][CH3:16])=[C:11]([O:17][CH3:18])[CH:10]=2)[C:5]([C:4](=[O:31])[C:3]2[CH:24]=[C:25]([O:28][CH3:29])[CH:26]=[CH:27][C:2]=2[F:1])=[N:6][CH:7]=1)=[O:20])[CH3:23]. The catalyst class is: 13. (2) Reactant: [CH3:1][C@H:2]1[CH2:7][C@@H:6](COS(C2C=CC(C)=CC=2)(=O)=O)[CH2:5][N:4]([C:20]([O:22][C:23]([CH3:26])([CH3:25])[CH3:24])=[O:21])[CH2:3]1.[N-:27]=[N+:28]=[N-:29].[Na+].CN(C=[O:35])C. Product: [N:27]([CH2:7][C@@H:6]1[O:35][C@H:2]([CH3:1])[CH2:3][N:4]([C:20]([O:22][C:23]([CH3:26])([CH3:25])[CH3:24])=[O:21])[CH2:5]1)=[N+:28]=[N-:29]. The catalyst class is: 25.